This data is from Peptide-MHC class I binding affinity with 185,985 pairs from IEDB/IMGT. The task is: Regression. Given a peptide amino acid sequence and an MHC pseudo amino acid sequence, predict their binding affinity value. This is MHC class I binding data. (1) The peptide sequence is SGYNFSLG. The MHC is H-2-Kb with pseudo-sequence H-2-Kb. The binding affinity (normalized) is 0.539. (2) The peptide sequence is YPAVINSNI. The MHC is HLA-B08:01 with pseudo-sequence HLA-B08:01. The binding affinity (normalized) is 0.0847.